This data is from Catalyst prediction with 721,799 reactions and 888 catalyst types from USPTO. The task is: Predict which catalyst facilitates the given reaction. (1) Reactant: [F:1][C:2]1[C:7]2[C:8]([C:18](=[O:21])[NH:19][CH3:20])=[C:9]([C:11]3[CH:16]=[CH:15][C:14]([F:17])=[CH:13][CH:12]=3)[O:10][C:6]=2[CH:5]=[CH:4][C:3]=1[C:22]1[C:23]([CH3:33])=[CH:24][C:25]([O:31][CH3:32])=[C:26]([CH:30]=1)[C:27]([OH:29])=O.C(N(C(C)C)C(C)C)C.[NH:43]1[C:51]2[CH:50]=[CH:49][N:48]=[CH:47][C:46]=2[N:45]=[C:44]1[C:52]1([NH2:55])[CH2:54][CH2:53]1.CN(C(ON1N=NC2C=CC=NC1=2)=[N+](C)C)C.F[P-](F)(F)(F)(F)F. Product: [NH:43]1[C:51]2[CH:50]=[CH:49][N:48]=[CH:47][C:46]=2[N:45]=[C:44]1[C:52]1([NH:55][C:27]([C:26]2[C:25]([O:31][CH3:32])=[CH:24][C:23]([CH3:33])=[C:22]([C:3]3[CH:4]=[CH:5][C:6]4[O:10][C:9]([C:11]5[CH:12]=[CH:13][C:14]([F:17])=[CH:15][CH:16]=5)=[C:8]([C:18]([NH:19][CH3:20])=[O:21])[C:7]=4[C:2]=3[F:1])[CH:30]=2)=[O:29])[CH2:53][CH2:54]1. The catalyst class is: 618. (2) Reactant: [F:1][C:2]([F:14])([F:13])[C:3]1[CH:8]=[CH:7][C:6]([CH2:9][C:10](O)=O)=[CH:5][CH:4]=1.[CH3:15][O:16][C:17]1[N:22]=[CH:21][C:20]([NH2:23])=[CH:19][CH:18]=1.ON1C2C=CC=CC=2N=N1.Cl.CN(C)CCCN=C=NCC.C(N(CC)C(C)C)(C)C.B.O1CCCC1.Cl. Product: [CH3:15][O:16][C:17]1[N:22]=[CH:21][C:20]([NH:23][CH2:10][CH2:9][C:6]2[CH:7]=[CH:8][C:3]([C:2]([F:14])([F:13])[F:1])=[CH:4][CH:5]=2)=[CH:19][CH:18]=1. The catalyst class is: 96. (3) Reactant: [CH3:1][C:2]1[CH:10]=[C:9]([CH:11]([N:13]2[CH2:18][CH2:17][CH2:16][CH2:15][CH2:14]2)C)[CH:8]=[CH:7][C:3]=1[C:4]([OH:6])=O.F[P-](F)(F)(F)(F)F.N1(OC(N(C)C)=[N+](C)C)C2N=CC=CC=2N=N1.C(N(CC)CC)C.[NH2:50][CH2:51][C:52]1[C:53]([OH:60])=[N:54][C:55]([CH3:59])=[CH:56][C:57]=1[CH3:58]. Product: [OH:60][C:53]1[C:52]([CH2:51][NH:50][C:4](=[O:6])[C:3]2[CH:7]=[CH:8][C:9]([CH2:11][N:13]3[CH2:14][CH2:15][CH2:16][CH2:17][CH2:18]3)=[CH:10][C:2]=2[CH3:1])=[C:57]([CH3:58])[CH:56]=[C:55]([CH3:59])[N:54]=1. The catalyst class is: 4. (4) Reactant: [H-].[Na+].[C:3]([O:7][C:8]([N:10]1[CH2:15][CH2:14][N:13]([C:16]2[CH:17]=[CH:18][CH:19]=[C:20]3[C:24]=2[NH:23][CH:22]=[C:21]3[S:25]([C:28]2[CH:33]=[CH:32][CH:31]=[CH:30][CH:29]=2)(=[O:27])=[O:26])[CH2:12][CH2:11]1)=[O:9])([CH3:6])([CH3:5])[CH3:4].[CH3:34]I.O. Product: [C:3]([O:7][C:8]([N:10]1[CH2:15][CH2:14][N:13]([C:16]2[CH:17]=[CH:18][CH:19]=[C:20]3[C:24]=2[N:23]([CH3:34])[CH:22]=[C:21]3[S:25]([C:28]2[CH:33]=[CH:32][CH:31]=[CH:30][CH:29]=2)(=[O:26])=[O:27])[CH2:12][CH2:11]1)=[O:9])([CH3:6])([CH3:4])[CH3:5]. The catalyst class is: 3.